From a dataset of Reaction yield outcomes from USPTO patents with 853,638 reactions. Predict the reaction yield, written as a fraction of the theoretical maximum amount of product (1.0 means a 100% yield; for example, 0.34 means a 34% yield). (1) The catalyst is C(OCC)(=O)C.O.C1C=CC([P]([Pd]([P](C2C=CC=CC=2)(C2C=CC=CC=2)C2C=CC=CC=2)([P](C2C=CC=CC=2)(C2C=CC=CC=2)C2C=CC=CC=2)[P](C2C=CC=CC=2)(C2C=CC=CC=2)C2C=CC=CC=2)(C2C=CC=CC=2)C2C=CC=CC=2)=CC=1. The yield is 0.450. The product is [Br:21][C:17]1[N:16]=[C:15]([N:8]([C:9]2[CH:14]=[CH:13][CH:12]=[CH:11][CH:10]=2)[C:6]2[CH:5]=[CH:4][CH:3]=[C:2]([C:22]3[CH:27]=[CH:26][CH:25]=[CH:24][CH:23]=3)[N:7]=2)[CH:20]=[CH:19][CH:18]=1. The reactants are Br[C:2]1[N:7]=[C:6]([N:8]([C:15]2[CH:20]=[CH:19][CH:18]=[C:17]([Br:21])[N:16]=2)[C:9]2[CH:14]=[CH:13][CH:12]=[CH:11][CH:10]=2)[CH:5]=[CH:4][CH:3]=1.[C:22]1(B(O)O)[CH:27]=[CH:26][CH:25]=[CH:24][CH:23]=1.C(=O)([O-])[O-].[K+].[K+].C(COC)OC. (2) The reactants are ClC1C=CC2N(C(C(F)F)=NN=2)N=1.[F:14][C:15]1[CH:16]=[C:17]([CH:38]=[C:39]([S:41]([CH3:44])(=[O:43])=[O:42])[CH:40]=1)[CH2:18][N:19]1[CH2:24][CH2:23][N:22]([C:25]2[CH:26]=[CH:27][C:28]3[N:29]([C:31]([C:34](F)([F:36])[F:35])=[N:32][N:33]=3)[N:30]=2)[CH2:21][CH2:20]1. No catalyst specified. The product is [F:36][CH:34]([F:35])[C:31]1[N:29]2[N:30]=[C:25]([N:22]3[CH2:23][CH2:24][N:19]([CH2:18][C:17]4[CH:38]=[C:39]([S:41]([CH3:44])(=[O:42])=[O:43])[CH:40]=[C:15]([F:14])[CH:16]=4)[CH2:20][CH2:21]3)[CH:26]=[CH:27][C:28]2=[N:33][N:32]=1. The yield is 0.550. (3) The reactants are [C:1]([Si:5]([CH3:11])([CH3:10])[O:6][CH2:7][CH2:8][NH2:9])([CH3:4])([CH3:3])[CH3:2].[CH:12]1[N:16]=[CH:15][N:14]([C:17](N2C=NC=C2)=[O:18])[CH:13]=1. The catalyst is C(Cl)Cl.C1COCC1. The product is [C:1]([Si:5]([CH3:11])([CH3:10])[O:6][CH2:7][CH2:8][NH:9][C:17]([N:14]1[CH:13]=[CH:12][N:16]=[CH:15]1)=[O:18])([CH3:4])([CH3:3])[CH3:2]. The yield is 0.190. (4) The reactants are [NH2:1][C:2]1[CH:3]=[C:4]([OH:11])[C:5](=[CH:9][CH:10]=1)[C:6]([OH:8])=[O:7].[Cl:12][C:13]1[S:14][C:15]([Cl:22])=[CH:16][C:17]=1[S:18](Cl)(=[O:20])=[O:19].C([O-])([O-])=O.[Na+].[Na+].CCOC(C)=O. The catalyst is O1CCOCC1.O. The product is [Cl:12][C:13]1[S:14][C:15]([Cl:22])=[CH:16][C:17]=1[S:18]([NH:1][C:2]1[CH:10]=[CH:9][C:5]([C:6]([OH:8])=[O:7])=[C:4]([OH:11])[CH:3]=1)(=[O:20])=[O:19]. The yield is 0.420.